From a dataset of Forward reaction prediction with 1.9M reactions from USPTO patents (1976-2016). Predict the product of the given reaction. (1) The product is: [ClH:1].[F:2][C:3]1[CH:4]=[CH:5][C:6]([CH2:9][O:10][C:11]2[CH:16]=[CH:15][N:14]([C:17]3[CH:25]=[C:24]4[C:20]([C:21]5[CH2:31][CH2:30][CH2:29][NH:28][CH2:27][C:22]=5[N:23]4[CH3:26])=[CH:19][CH:18]=3)[C:13](=[O:32])[CH:12]=2)=[N:7][CH:8]=1. Given the reactants [ClH:1].[F:2][C:3]1[CH:4]=[CH:5][C:6]([CH2:9][O:10][C:11]2[CH:16]=[CH:15][N:14]([C:17]3[CH:25]=[C:24]4[C:20]([C:21]5[CH2:31][CH2:30][CH2:29][NH:28][CH2:27][C:22]=5[N:23]4[CH3:26])=[CH:19][CH:18]=3)[C:13](=[O:32])[CH:12]=2)=[N:7][CH:8]=1, predict the reaction product. (2) Given the reactants C[O:2][C:3](=O)[C:4]1[CH:9]=[CH:8][C:7]([NH:10][C:11]([NH:13][C:14]2[CH:19]=[CH:18][CH:17]=[CH:16][C:15]=2[O:20][C:21]2[N:22]([C:27]3[CH:32]=[CH:31][CH:30]=[CH:29][C:28]=3[Cl:33])[N:23]=[C:24]([CH3:26])[CH:25]=2)=[O:12])=[CH:6][CH:5]=1.[Li+].[BH4-].C(OCC)C.O, predict the reaction product. The product is: [Cl:33][C:28]1[CH:29]=[CH:30][CH:31]=[CH:32][C:27]=1[N:22]1[C:21]([O:20][C:15]2[CH:16]=[CH:17][CH:18]=[CH:19][C:14]=2[NH:13][C:11]([NH:10][C:7]2[CH:6]=[CH:5][C:4]([CH2:3][OH:2])=[CH:9][CH:8]=2)=[O:12])=[CH:25][C:24]([CH3:26])=[N:23]1. (3) Given the reactants [Br:1][C:2]1[CH:7]=[C:6]([F:8])[CH:5]=[CH:4][C:3]=1[CH:9]1[N:14]=[C:13]([C:15]2[S:16][CH:17]=[CH:18][N:19]=2)[NH:12][C:11]([CH2:20][N:21]2[CH2:26][CH2:25][O:24][CH2:23][CH:22]2[C:27]([OH:29])=O)=[C:10]1[C:30]([O:32][CH2:33][CH3:34])=[O:31].Cl.[CH3:36][NH2:37], predict the reaction product. The product is: [Br:1][C:2]1[CH:7]=[C:6]([F:8])[CH:5]=[CH:4][C:3]=1[CH:9]1[C:10]([C:30]([O:32][CH2:33][CH3:34])=[O:31])=[C:11]([CH2:20][N:21]2[CH2:26][CH2:25][O:24][CH2:23][CH:22]2[C:27](=[O:29])[NH:37][CH3:36])[NH:12][C:13]([C:15]2[S:16][CH:17]=[CH:18][N:19]=2)=[N:14]1. (4) Given the reactants C(OC([NH:11][C@H:12]1[CH2:17][CH2:16][N:15]([C:18]2[O:19][C:20]([CH:30]([CH3:32])[CH3:31])=[C:21]([C:23]([O:25][CH2:26][CH2:27][CH2:28][CH3:29])=[O:24])[N:22]=2)[CH2:14][C@H:13]1[O:33][CH3:34])=O)C1C=CC=CC=1, predict the reaction product. The product is: [NH2:11][C@H:12]1[CH2:17][CH2:16][N:15]([C:18]2[O:19][C:20]([CH:30]([CH3:31])[CH3:32])=[C:21]([C:23]([O:25][CH2:26][CH2:27][CH2:28][CH3:29])=[O:24])[N:22]=2)[CH2:14][C@H:13]1[O:33][CH3:34]. (5) Given the reactants COC(=O)C(C)(C)CC(Cl)=O.CN(C1C=CC=CN=1)C.[CH:21]([N:24]([CH:27]([CH3:29])[CH3:28])[CH2:25][CH3:26])([CH3:23])[CH3:22].C[O:31][C:32](=[O:71])[C:33]1[CH:38]=[CH:37][CH:36]=[CH:35][C:34]=1[C:39]#[C:40][C:41]12[CH2:67][CH2:66][C@@H:65]([C:68]([CH3:70])=[CH2:69])[CH:42]1[CH:43]1[C@@:56]([CH3:59])([CH2:57][CH2:58]2)[C@@:55]2([CH3:60])[CH:46]([C@:47]3([CH3:64])[CH:52]([CH2:53][CH2:54]2)[C:51]([CH3:62])([CH3:61])[C@@H:50]([OH:63])[CH2:49][CH2:48]3)[CH2:45][CH2:44]1, predict the reaction product. The product is: [CH:21]([NH:24][CH:27]([CH3:29])[CH3:28])([CH3:23])[CH3:22].[CH:21]([N:24]([CH:27]([CH3:29])[CH3:28])[CH2:25][CH3:26])([CH3:23])[CH3:22].[OH:63][C@H:50]1[CH2:49][CH2:48][C@@:47]2([CH3:64])[CH:52]([CH2:53][CH2:54][C@:55]3([CH3:60])[CH:46]2[CH2:45][CH2:44][CH:43]2[C@@:56]3([CH3:59])[CH2:57][CH2:58][C:41]3([C:40]#[C:39][C:34]4[CH:35]=[CH:36][CH:37]=[CH:38][C:33]=4[C:32]([OH:71])=[O:31])[CH2:67][CH2:66][C@@H:65]([C:68]([CH3:70])=[CH2:69])[CH:42]32)[C:51]1([CH3:62])[CH3:61].